This data is from Full USPTO retrosynthesis dataset with 1.9M reactions from patents (1976-2016). The task is: Predict the reactants needed to synthesize the given product. (1) Given the product [CH:9](=[CH:10][C:11](=[O:13])[CH3:12])[C:3]1[CH:8]=[CH:7][CH:6]=[CH:5][CH:4]=1, predict the reactants needed to synthesize it. The reactants are: O=O.[C:3]1([CH:9]=[CH:10][CH:11]([OH:13])[CH3:12])[CH:8]=[CH:7][CH:6]=[CH:5][CH:4]=1. (2) Given the product [CH3:14][C@H:9]1[CH2:10][O:11][CH2:12][CH2:13][N:8]1[C:6]1[CH:5]=[C:4]([C:15]([S:17]([CH3:20])(=[O:19])=[O:18])([CH3:21])[CH3:16])[N:3]=[C:2]([N:22]2[CH2:27][CH2:26][CH:25]([NH2:28])[CH2:24][CH2:23]2)[N:7]=1, predict the reactants needed to synthesize it. The reactants are: Cl[C:2]1[N:7]=[C:6]([N:8]2[CH2:13][CH2:12][O:11][CH2:10][C@@H:9]2[CH3:14])[CH:5]=[C:4]([C:15]([CH3:21])([S:17]([CH3:20])(=[O:19])=[O:18])[CH3:16])[N:3]=1.[NH:22]1[CH2:27][CH2:26][CH:25]([NH:28]C(=O)OC(C)(C)C)[CH2:24][CH2:23]1.C[C@H]1COCCN1C1C=C(CS(C)(=O)=O)N=C(N2CCC(N)CC2)N=1. (3) Given the product [F:11][C:8]1[CH:9]=[CH:10][C:5]([CH:2]2[CH2:3][O:4][C:12](=[O:13])[NH:1]2)=[CH:6][CH:7]=1, predict the reactants needed to synthesize it. The reactants are: [NH2:1][CH:2]([C:5]1[CH:10]=[CH:9][C:8]([F:11])=[CH:7][CH:6]=1)[CH2:3][OH:4].[C:12](=O)([O-])[O-:13].[K+].[K+].